This data is from Catalyst prediction with 721,799 reactions and 888 catalyst types from USPTO. The task is: Predict which catalyst facilitates the given reaction. Reactant: [OH:1][C:2]1[CH:10]=[C:9]([I:11])[CH:8]=[CH:7][C:3]=1[C:4](O)=[O:5].C(Cl)(=O)C([Cl:15])=O.CN(C)C=O. Product: [OH:1][C:2]1[CH:10]=[C:9]([I:11])[CH:8]=[CH:7][C:3]=1[C:4]([Cl:15])=[O:5]. The catalyst class is: 11.